Task: Regression. Given two drug SMILES strings and cell line genomic features, predict the synergy score measuring deviation from expected non-interaction effect.. Dataset: NCI-60 drug combinations with 297,098 pairs across 59 cell lines (1) Drug 1: C1CN(CCN1C(=O)CCBr)C(=O)CCBr. Drug 2: C1CNP(=O)(OC1)N(CCCl)CCCl. Cell line: HOP-62. Synergy scores: CSS=44.7, Synergy_ZIP=2.22, Synergy_Bliss=-2.64, Synergy_Loewe=-14.2, Synergy_HSA=-6.21. (2) Drug 2: C1=NNC2=C1C(=O)NC=N2. Cell line: SN12C. Drug 1: CC1=C(C=C(C=C1)NC2=NC=CC(=N2)N(C)C3=CC4=NN(C(=C4C=C3)C)C)S(=O)(=O)N.Cl. Synergy scores: CSS=1.05, Synergy_ZIP=-0.389, Synergy_Bliss=-0.255, Synergy_Loewe=-5.19, Synergy_HSA=-0.610.